This data is from Forward reaction prediction with 1.9M reactions from USPTO patents (1976-2016). The task is: Predict the product of the given reaction. (1) Given the reactants [CH3:1][S:2](Cl)(=[O:4])=[O:3].[N:6]([CH:9]1[CH:13]([OH:14])[CH2:12][N:11]([C:15]2[CH:20]=[CH:19][C:18]([N:21]3[CH2:25][C@H:24]([CH2:26][NH:27][C:28](=[O:30])[CH3:29])[O:23][C:22]3=[O:31])=[CH:17][C:16]=2[F:32])[CH2:10]1)=[N+:7]=[N-:8].C(N(CC)CC)C, predict the reaction product. The product is: [N:6]([CH:9]1[CH:13]([O:14][S:2]([CH3:1])(=[O:4])=[O:3])[CH2:12][N:11]([C:15]2[CH:20]=[CH:19][C:18]([N:21]3[CH2:25][C@H:24]([CH2:26][NH:27][C:28](=[O:30])[CH3:29])[O:23][C:22]3=[O:31])=[CH:17][C:16]=2[F:32])[CH2:10]1)=[N+:7]=[N-:8]. (2) Given the reactants [CH3:1][O:2][C:3]1[CH:4]=[C:5]2[C:10](=[CH:11][C:12]=1[O:13][CH3:14])[NH:9][CH:8]=[C:7]([C:15]#[N:16])[C:6]2=O.C([O-])([O-])=O.[K+].[K+].O=P(Cl)(Cl)[Cl:26], predict the reaction product. The product is: [Cl:26][C:6]1[C:5]2[C:10](=[CH:11][C:12]([O:13][CH3:14])=[C:3]([O:2][CH3:1])[CH:4]=2)[N:9]=[CH:8][C:7]=1[C:15]#[N:16].